This data is from Full USPTO retrosynthesis dataset with 1.9M reactions from patents (1976-2016). The task is: Predict the reactants needed to synthesize the given product. (1) Given the product [O:1]1[CH2:2][CH2:3][CH:4]([C:7]2[C:8]([O:13][C:14]3[CH:19]=[CH:18][C:17]([NH:20][C:21]4[NH:22][C:23]5[CH:29]=[CH:28][CH:27]=[CH:26][C:24]=5[N:25]=4)=[CH:16][CH:15]=3)=[N:9][CH:10]=[CH:11][CH:12]=2)[CH2:5][CH2:6]1, predict the reactants needed to synthesize it. The reactants are: [O:1]1[CH2:6][CH:5]=[C:4]([C:7]2[C:8]([O:13][C:14]3[CH:19]=[CH:18][C:17]([NH:20][C:21]4[NH:25][C:24]5[CH:26]=[CH:27][CH:28]=[CH:29][C:23]=5[N:22]=4)=[CH:16][CH:15]=3)=[N:9][CH:10]=[CH:11][CH:12]=2)[CH2:3][CH2:2]1.C(O)(=O)C. (2) Given the product [NH2:3][OH:1].[OH:1][NH:3][C:20](=[O:21])[CH2:19][CH2:18][CH2:17][CH2:16][CH2:15][CH2:14][CH2:13][N:12]([C:9]1[CH:10]=[CH:11][N:7]([CH3:6])[N:8]=1)[C:25]1[CH:30]=[CH:29][CH:28]=[CH:27][N:26]=1, predict the reactants needed to synthesize it. The reactants are: [OH-:1].[K+].[NH2:3]O.Cl.[CH3:6][N:7]1[CH:11]=[CH:10][C:9]([N:12]([C:25]2[CH:30]=[CH:29][CH:28]=[CH:27][N:26]=2)[CH2:13][CH2:14][CH2:15][CH2:16][CH2:17][CH2:18][CH2:19][C:20](OCC)=[O:21])=[N:8]1. (3) Given the product [CH3:36][CH:35]([CH3:37])[C:34]([NH:2][CH2:3][C:4]1[CH:5]=[CH:6][C:7]([C:10]2[CH:26]=[CH:25][C:13]([O:14][CH:15]([CH3:24])[CH2:16][NH:17][S:18]([CH:21]([CH3:22])[CH3:23])(=[O:20])=[O:19])=[CH:12][CH:11]=2)=[CH:8][CH:9]=1)=[O:38], predict the reactants needed to synthesize it. The reactants are: Cl.[NH2:2][CH2:3][C:4]1[CH:9]=[CH:8][C:7]([C:10]2[CH:26]=[CH:25][C:13]([O:14][CH:15]([CH3:24])[CH2:16][NH:17][S:18]([CH:21]([CH3:23])[CH3:22])(=[O:20])=[O:19])=[CH:12][CH:11]=2)=[CH:6][CH:5]=1.C(N(CC)CC)C.[C:34](Cl)(=[O:38])[CH:35]([CH3:37])[CH3:36]. (4) Given the product [CH2:17]([O:19][C:20]1[CH:21]=[CH:22][C:23]([F:38])=[C:24]([C:26]2[CH:31]=[C:30]([O:32][CH3:33])[N:29]=[C:28]([CH:34]=[O:35])[CH:27]=2)[CH:25]=1)[CH3:18], predict the reactants needed to synthesize it. The reactants are: CC(C[AlH]CC(C)C)C.C1(C)C=CC=CC=1.[CH2:17]([O:19][C:20]1[CH:21]=[CH:22][C:23]([F:38])=[C:24]([C:26]2[CH:31]=[C:30]([O:32][CH3:33])[N:29]=[C:28]([C:34](OC)=[O:35])[CH:27]=2)[CH:25]=1)[CH3:18].CCO.